Task: Predict the reactants needed to synthesize the given product.. Dataset: Full USPTO retrosynthesis dataset with 1.9M reactions from patents (1976-2016) (1) Given the product [C:26]([O:25][C:23]([N:20]1[CH2:21][CH2:22][CH:17]([O:16][C:2]2[CH:3]=[CH:4][C:5]([C:8]3[CH:9]=[CH:10][C:11](=[O:15])[N:12]([CH3:14])[N:13]=3)=[CH:6][N:7]=2)[CH2:18][CH2:19]1)=[O:24])([CH3:29])([CH3:27])[CH3:28], predict the reactants needed to synthesize it. The reactants are: Cl[C:2]1[N:7]=[CH:6][C:5]([C:8]2[CH:9]=[CH:10][C:11](=[O:15])[N:12]([CH3:14])[N:13]=2)=[CH:4][CH:3]=1.[OH:16][CH:17]1[CH2:22][CH2:21][N:20]([C:23]([O:25][C:26]([CH3:29])([CH3:28])[CH3:27])=[O:24])[CH2:19][CH2:18]1. (2) Given the product [C:33]([NH:1][CH2:2][CH2:3][CH2:4][C:5]1[N:9]([CH2:10][C:11]2[CH:12]=[CH:13][C:14]([C:15]([O:17][CH3:18])=[O:16])=[CH:19][CH:20]=2)[C:8]2[CH:21]=[CH:22][CH:23]=[CH:24][C:7]=2[N:6]=1)(=[O:34])[CH3:32], predict the reactants needed to synthesize it. The reactants are: [NH2:1][CH2:2][CH2:3][CH2:4][C:5]1[N:9]([CH2:10][C:11]2[CH:20]=[CH:19][C:14]([C:15]([O:17][CH3:18])=[O:16])=[CH:13][CH:12]=2)[C:8]2[CH:21]=[CH:22][CH:23]=[CH:24][C:7]=2[N:6]=1.CCN(CC)CC.[CH3:32][C:33](OC(C)=O)=[O:34]. (3) Given the product [CH2:1]([O:2][C:3]([C:5]1[CH:33]=[CH:32][C:8]2[CH:9]=[C:10]([C:12]([CH2:13][CH3:14])([C:17]3[CH:22]=[CH:21][C:20]([O:23][CH2:24][CH:25]([OH:30])[C:26]([CH3:27])([CH3:28])[CH3:29])=[C:19]([CH3:31])[CH:18]=3)[CH2:15][CH3:16])[O:11][C:7]=2[CH:6]=1)=[O:4])[CH3:36], predict the reactants needed to synthesize it. The reactants are: [CH3:1][O:2][C:3]([C:5]1[CH:33]=[CH:32][C:8]2[CH:9]=[C:10]([C:12]([C:17]3[CH:22]=[CH:21][C:20]([O:23][CH2:24][C:25](=[O:30])[C:26]([CH3:29])([CH3:28])[CH3:27])=[C:19]([CH3:31])[CH:18]=3)([CH2:15][CH3:16])[CH2:13][CH3:14])[O:11][C:7]=2[CH:6]=1)=[O:4].[BH4-].[Na+].[CH2:36]1COCC1.